This data is from Reaction yield outcomes from USPTO patents with 853,638 reactions. The task is: Predict the reaction yield, written as a fraction of the theoretical maximum amount of product (1.0 means a 100% yield; for example, 0.34 means a 34% yield). (1) The reactants are [CH3:1][C:2]([CH3:4])=[CH2:3].B1C2CCCC1CCC2.[CH2:14]([O:21][C:22]1[CH:31]=[CH:30][C:25]([C:26]([O:28][CH3:29])=[O:27])=[C:24](OS(C(F)(F)F)(=O)=O)[CH:23]=1)[C:15]1[CH:20]=[CH:19][CH:18]=[CH:17][CH:16]=1.C([O-])([O-])=O.[K+].[K+]. The catalyst is C1COCC1.CN(C=O)C.C1C=CC(P(C2C=CC=CC=2)[C-]2C=CC=C2)=CC=1.C1C=CC(P(C2C=CC=CC=2)[C-]2C=CC=C2)=CC=1.Cl[Pd]Cl.[Fe+2].O. The product is [CH2:14]([O:21][C:22]1[CH:31]=[CH:30][C:25]([C:26]([O:28][CH3:29])=[O:27])=[C:24]([CH2:1][CH:2]([CH3:4])[CH3:3])[CH:23]=1)[C:15]1[CH:20]=[CH:19][CH:18]=[CH:17][CH:16]=1. The yield is 0.310. (2) The reactants are [C:1]([N:18]1[CH2:24][CH2:23][CH2:22][C@H:19]1[CH2:20][OH:21])([O:3][CH2:4][CH:5]1[C:17]2[C:12](=[CH:13][CH:14]=[CH:15][CH:16]=2)[C:11]2[C:6]1=[CH:7][CH:8]=[CH:9][CH:10]=2)=[O:2].NCCCC[OH:30].[OH:31]N1C2C=CC=CC=2N=N1.C1(N=C=NC2CCCCC2)CCCCC1. The catalyst is C(#N)C. The product is [C:1]([N-:18][OH:30])([O:3][CH2:4][CH:5]1[C:17]2[C:12](=[CH:13][CH:14]=[CH:15][CH:16]=2)[C:11]2[C:6]1=[CH:7][CH:8]=[CH:9][CH:10]=2)=[O:2].[NH:18]1[CH2:24][CH2:23][CH2:22][C@H:19]1[C:20]([OH:21])=[O:31]. The yield is 0.840. (3) The reactants are [N:1]1[CH:6]=[CH:5][CH:4]=[CH:3][C:2]=1[CH:7]=O.[C:9]([NH2:17])([CH2:12][C:13]([CH3:16])([CH3:15])[CH3:14])([CH3:11])[CH3:10].O. The catalyst is C(Cl)Cl. The product is [CH3:10][C:9](/[N:17]=[CH:7]/[C:2]1[CH:3]=[CH:4][CH:5]=[CH:6][N:1]=1)([CH2:12][C:13]([CH3:16])([CH3:15])[CH3:14])[CH3:11]. The yield is 0.940. (4) The reactants are [C:1]([C:5]1[CH:10]=[C:9]([C:11]2[N:12]=[C:13]([CH2:16][N:17]([CH3:27])C3C=CC(N(C)C)=CC=3)[S:14][CH:15]=2)[CH:8]=[C:7]([C:28]([CH3:31])([CH3:30])[CH3:29])[C:6]=1[OH:32])([CH3:4])([CH3:3])[CH3:2].[N+:33]([C:36]1[CH:43]=[CH:42][C:39](C=O)=[CH:38][CH:37]=1)([O-:35])=[O:34].CO.[BH4-].[Na+]. The catalyst is O. The product is [C:1]([C:5]1[CH:10]=[C:9]([C:11]2[N:12]=[C:13]([CH2:16][NH:17][CH2:27][C:39]3[CH:42]=[CH:43][C:36]([N+:33]([O-:35])=[O:34])=[CH:37][CH:38]=3)[S:14][CH:15]=2)[CH:8]=[C:7]([C:28]([CH3:31])([CH3:30])[CH3:29])[C:6]=1[OH:32])([CH3:3])([CH3:4])[CH3:2]. The yield is 0.550. (5) The reactants are [Cl:1][C:2]1[C:7]([N+:8]([O-:10])=[O:9])=[CH:6][CH:5]=[C:4]([Cl:11])[C:3]=1[S:12](Cl)(=[O:14])=[O:13].[CH:16]1([NH2:21])[CH2:20][CH2:19][CH2:18][CH2:17]1.C(N(CC)CC)C. No catalyst specified. The product is [CH:16]1([NH:21][S:12]([C:3]2[C:4]([Cl:11])=[CH:5][CH:6]=[C:7]([N+:8]([O-:10])=[O:9])[C:2]=2[Cl:1])(=[O:14])=[O:13])[CH2:20][CH2:19][CH2:18][CH2:17]1. The yield is 0.590. (6) The reactants are [Br:1][C:2]1[CH:16]=[C:15](/[CH:17]=[CH:18]/[CH:19]([C:24]2[CH:29]=[C:28]([Cl:30])[C:27]([Cl:31])=[C:26]([Cl:32])[CH:25]=2)[C:20]([F:23])([F:22])[F:21])[CH:14]=[CH:13][C:3]=1[C:4]([NH:6][CH:7]1[CH2:12][CH2:11][NH:10][CH2:9][CH2:8]1)=[O:5].Cl[CH2:34][CH2:35][OH:36]. The catalyst is C1COCC1.CCOC(C)=O. The product is [Br:1][C:2]1[CH:16]=[C:15](/[CH:17]=[CH:18]/[CH:19]([C:24]2[CH:25]=[C:26]([Cl:32])[C:27]([Cl:31])=[C:28]([Cl:30])[CH:29]=2)[C:20]([F:23])([F:21])[F:22])[CH:14]=[CH:13][C:3]=1[C:4]([NH:6][CH:7]1[CH2:12][CH2:11][N:10]([CH2:34][CH2:35][OH:36])[CH2:9][CH2:8]1)=[O:5]. The yield is 0.340. (7) The reactants are Br[C:2]1[CH:7]=[CH:6][C:5]([S:8]([N:11]2[CH2:15][CH2:14][CH2:13][C@@H:12]2[CH2:16][OH:17])(=[O:10])=[O:9])=[CH:4][CH:3]=1.[NH2:18][C:19]1[CH:20]=[C:21](B(O)O)[CH:22]=[CH:23][CH:24]=1.C(=O)([O-])[O-].[K+].[K+].O. The catalyst is CN(C=O)C.C1C=CC([P]([Pd]([P](C2C=CC=CC=2)(C2C=CC=CC=2)C2C=CC=CC=2)([P](C2C=CC=CC=2)(C2C=CC=CC=2)C2C=CC=CC=2)[P](C2C=CC=CC=2)(C2C=CC=CC=2)C2C=CC=CC=2)(C2C=CC=CC=2)C2C=CC=CC=2)=CC=1. The product is [NH2:18][C:19]1[CH:24]=[C:23]([C:2]2[CH:7]=[CH:6][C:5]([S:8]([N:11]3[CH2:15][CH2:14][CH2:13][C@@H:12]3[CH2:16][OH:17])(=[O:10])=[O:9])=[CH:4][CH:3]=2)[CH:22]=[CH:21][CH:20]=1. The yield is 0.490.